From a dataset of Peptide-MHC class I binding affinity with 185,985 pairs from IEDB/IMGT. Regression. Given a peptide amino acid sequence and an MHC pseudo amino acid sequence, predict their binding affinity value. This is MHC class I binding data. (1) The peptide sequence is LAYARGQAM. The MHC is HLA-A29:02 with pseudo-sequence HLA-A29:02. The binding affinity (normalized) is 0.213. (2) The peptide sequence is GRYIVYSSY. The MHC is HLA-B58:01 with pseudo-sequence HLA-B58:01. The binding affinity (normalized) is 0.0847. (3) The peptide sequence is WLMLNPNDTV. The MHC is HLA-A24:02 with pseudo-sequence HLA-A24:02. The binding affinity (normalized) is 0.131. (4) The MHC is Mamu-B52 with pseudo-sequence Mamu-B52. The binding affinity (normalized) is 0.505. The peptide sequence is DPWGEVLAW. (5) The peptide sequence is LAPITAYA. The MHC is Mamu-A01 with pseudo-sequence Mamu-A01. The binding affinity (normalized) is 0.386. (6) The peptide sequence is AEAEYEENKI. The binding affinity (normalized) is 0.233. The MHC is Mamu-B01 with pseudo-sequence Mamu-B01. (7) The peptide sequence is RVHGATVFK. The MHC is HLA-B15:01 with pseudo-sequence HLA-B15:01. The binding affinity (normalized) is 0.0847.